From a dataset of Catalyst prediction with 721,799 reactions and 888 catalyst types from USPTO. Predict which catalyst facilitates the given reaction. (1) Reactant: [C:1]1([C@@H:7]([NH:19][C:20]2[CH:25]=[CH:24][CH:23]=[CH:22][CH:21]=2)[C:8]([O:10][C@@H:11]2[CH:16]3[CH2:17][CH2:18][N:13]([CH2:14][CH2:15]3)[CH2:12]2)=[O:9])[CH:6]=[CH:5][CH:4]=[CH:3][CH:2]=1.[Br:26][CH2:27][C:28]([C:30]1[CH:39]=[CH:38][C:37]2[C:32](=[CH:33][CH:34]=[CH:35][CH:36]=2)[CH:31]=1)=[O:29]. Product: [Br-:26].[CH:31]1[C:32]2[C:37](=[CH:36][CH:35]=[CH:34][CH:33]=2)[CH:38]=[CH:39][C:30]=1[C:28](=[O:29])[CH2:27][N+:13]12[CH2:14][CH2:15][CH:16]([CH2:17][CH2:18]1)[C@@H:11]([O:10][C:8](=[O:9])[C@@H:7]([C:1]1[CH:2]=[CH:3][CH:4]=[CH:5][CH:6]=1)[NH:19][C:20]1[CH:25]=[CH:24][CH:23]=[CH:22][CH:21]=1)[CH2:12]2. The catalyst class is: 10. (2) Reactant: [N:1]1[C:8](Cl)=[N:7][C:5](Cl)=[N:4][C:2]=1[Cl:3].[F:10][C:11]1[CH:17]=[CH:16][C:14]([NH2:15])=[CH:13][CH:12]=1. Product: [Cl:3][C:2]1[N:1]=[C:8]([NH:15][C:14]2[CH:16]=[CH:17][C:11]([F:10])=[CH:12][CH:13]=2)[N:7]=[C:5]([NH:15][C:14]2[CH:16]=[CH:17][C:11]([F:10])=[CH:12][CH:13]=2)[N:4]=1. The catalyst class is: 216.